Predict the product of the given reaction. From a dataset of Forward reaction prediction with 1.9M reactions from USPTO patents (1976-2016). (1) Given the reactants C([O:3][C:4]([C@:6]1([NH:23][C:24](=[O:34])[CH2:25][NH:26][C:27]([O:29][C:30]([CH3:33])([CH3:32])[CH3:31])=[O:28])[CH2:11][C@H:10]([S:12][C:13]2[NH:17][CH:16]=[N:15][N:14]=2)[C@@H:9]2[C@H:7]1[C@H:8]2[C:18]([O:20]CC)=[O:19])=[O:5])C.[OH-].[Li+], predict the reaction product. The product is: [C:30]([O:29][C:27]([NH:26][CH2:25][C:24]([NH:23][C@@:6]1([C:4]([OH:5])=[O:3])[CH2:11][C@H:10]([S:12][C:13]2[NH:17][CH:16]=[N:15][N:14]=2)[C@@H:9]2[C@H:7]1[C@H:8]2[C:18]([OH:20])=[O:19])=[O:34])=[O:28])([CH3:33])([CH3:31])[CH3:32]. (2) Given the reactants [CH3:1][N:2]1[CH:6]=[CH:5][N:4]=[C:3]1[C@@H:7]1[NH:11][CH:10]([C:12]([OH:14])=[O:13])[CH2:9][S:8]1.CCN(C(C)C)C(C)C.Cl[C:25]([O:27][CH2:28][C:29]1[CH:34]=[CH:33][CH:32]=[CH:31][CH:30]=1)=[O:26], predict the reaction product. The product is: [CH2:28]([O:27][C:25]([N:11]1[CH:10]([C:12]([OH:14])=[O:13])[CH2:9][S:8][CH:7]1[C:3]1[N:2]([CH3:1])[CH:6]=[CH:5][N:4]=1)=[O:26])[C:29]1[CH:34]=[CH:33][CH:32]=[CH:31][CH:30]=1. (3) Given the reactants Br[C:2]1[S:3][C:4]([S:8]([NH2:11])(=[O:10])=[O:9])=[C:5]([Br:7])[N:6]=1.[NH:12]1[CH2:17][CH2:16][O:15][CH2:14][CH2:13]1.C(=O)([O-])[O-].[Cs+].[Cs+], predict the reaction product. The product is: [Br:7][C:5]1[N:6]=[C:2]([N:12]2[CH2:17][CH2:16][O:15][CH2:14][CH2:13]2)[S:3][C:4]=1[S:8]([NH2:11])(=[O:10])=[O:9]. (4) Given the reactants [C:1]([C:5]1[CH:6]=[C:7]([N+:15]([O-:17])=[O:16])[C:8]([O:13][CH3:14])=[C:9]([CH:12]=1)[CH:10]=[O:11])([CH3:4])([CH3:3])[CH3:2].[BH4-].[Na+].C(O)(=O)C, predict the reaction product. The product is: [C:1]([C:5]1[CH:6]=[C:7]([N+:15]([O-:17])=[O:16])[C:8]([O:13][CH3:14])=[C:9]([CH2:10][OH:11])[CH:12]=1)([CH3:4])([CH3:2])[CH3:3]. (5) Given the reactants [C:1]([O:5][C:6]([N:8]1[CH2:13][CH2:12][N:11]([C:14]2[CH:15]=[C:16]3[C:20](=[CH:21][CH:22]=2)[N:19]([Si](C(C)C)(C(C)C)C(C)C)[CH:18]=[CH:17]3)[CH2:10][CH2:9]1)=[O:7])([CH3:4])([CH3:3])[CH3:2].[F-].C([N+](CCCC)(CCCC)CCCC)CCC, predict the reaction product. The product is: [NH:19]1[C:20]2[C:16](=[CH:15][C:14]([N:11]3[CH2:10][CH2:9][N:8]([C:6]([O:5][C:1]([CH3:4])([CH3:3])[CH3:2])=[O:7])[CH2:13][CH2:12]3)=[CH:22][CH:21]=2)[CH:17]=[CH:18]1. (6) Given the reactants [S:1]1[C:5]2[CH:6]=[CH:7][CH:8]=[CH:9][C:4]=2[C:3]([N:10]2[CH2:15][CH2:14][N:13]([CH2:16][C@@H:17]3[CH2:22][CH2:21][CH2:20][CH2:19][C@H:18]3[CH2:23][N:24]3[C:32](=[O:33])[C@H:31]4[C@H:26]([C@H:27]5[CH2:34][C@@H:30]4[CH2:29][CH2:28]5)[C:25]3=[O:35])[CH2:12][CH2:11]2)=[N:2]1.[ClH:36].C([O:39]C(=O)C)C, predict the reaction product. The product is: [OH2:33].[OH2:39].[ClH:36].[ClH:36].[S:1]1[C:5]2[CH:6]=[CH:7][CH:8]=[CH:9][C:4]=2[C:3]([N:10]2[CH2:11][CH2:12][N:13]([CH2:16][C@@H:17]3[CH2:22][CH2:21][CH2:20][CH2:19][C@H:18]3[CH2:23][N:24]3[C:25](=[O:35])[C@H:26]4[C@H:31]([C@H:30]5[CH2:34][C@@H:27]4[CH2:28][CH2:29]5)[C:32]3=[O:33])[CH2:14][CH2:15]2)=[N:2]1. (7) Given the reactants [CH3:1][C:2]1[CH:7]=[CH:6][C:5]([NH:8][C:9]([C:11]2[CH:16]=[CH:15][N:14]=[C:13]([N:17]3[CH2:22][CH2:21][O:20][CH2:19][CH2:18]3)[CH:12]=2)=[O:10])=[CH:4][C:3]=1[NH:23][C:24](=[O:35])[C:25]1[CH:30]=[C:29](Cl)[CH:28]=[CH:27][C:26]=1[N+:32]([O-:34])=[O:33].[CH3:36][N:37]1[CH2:42][CH2:41][NH:40][CH2:39][CH2:38]1, predict the reaction product. The product is: [CH3:1][C:2]1[CH:7]=[CH:6][C:5]([NH:8][C:9]([C:11]2[CH:16]=[CH:15][N:14]=[C:13]([N:17]3[CH2:22][CH2:21][O:20][CH2:19][CH2:18]3)[CH:12]=2)=[O:10])=[CH:4][C:3]=1[NH:23][C:24](=[O:35])[C:25]1[CH:30]=[C:29]([N:40]2[CH2:41][CH2:42][N:37]([CH3:36])[CH2:38][CH2:39]2)[CH:28]=[CH:27][C:26]=1[N+:32]([O-:34])=[O:33]. (8) Given the reactants [C:1]([NH:4][C:5]1[CH:12]=[CH:11][C:8]([CH:9]=O)=[CH:7][C:6]=1[I:13])(=[O:3])[CH3:2].[NH2:14][NH:15][C:16]([NH2:18])=[S:17], predict the reaction product. The product is: [C:1]([NH:4][C:5]1[CH:12]=[CH:11][C:8]([CH:9]=[N:14][NH:15][C:16]([NH2:18])=[S:17])=[CH:7][C:6]=1[I:13])(=[O:3])[CH3:2]. (9) Given the reactants [CH2:1]([O:3][C:4](=[O:19])[CH2:5][C:6]1[C:15]2[C:10](=[CH:11][C:12]([C:16]#N)=[CH:13][CH:14]=2)[CH:9]=[CH:8][C:7]=1[Cl:18])[CH3:2].[PH2]([O-])=[O:21].[Na+], predict the reaction product. The product is: [CH2:1]([O:3][C:4](=[O:19])[CH2:5][C:6]1[C:15]2[C:10](=[CH:11][C:12]([CH:16]=[O:21])=[CH:13][CH:14]=2)[CH:9]=[CH:8][C:7]=1[Cl:18])[CH3:2]. (10) Given the reactants [CH:1]1([NH:6][C:7]2[CH:12]=[CH:11][N:10]3[N:13]=[C:14]([C:28]4[CH:33]=[CH:32][C:31]([F:34])=[CH:30][CH:29]=4)[C:15]([C:16]4[CH:21]=[CH:20][N:19]=[C:18]([NH:22][CH:23]5[CH2:27][CH2:26][CH2:25][CH2:24]5)[N:17]=4)=[C:9]3[CH:8]=2)[CH2:5][CH2:4][CH2:3][CH2:2]1.[Br:35]N1C(=O)CCC1=O.[OH-].[Na+], predict the reaction product. The product is: [Br:35][C:8]1[C:9]2[N:10]([N:13]=[C:14]([C:28]3[CH:29]=[CH:30][C:31]([F:34])=[CH:32][CH:33]=3)[C:15]=2[C:16]2[CH:21]=[CH:20][N:19]=[C:18]([NH:22][CH:23]3[CH2:24][CH2:25][CH2:26][CH2:27]3)[N:17]=2)[CH:11]=[CH:12][C:7]=1[NH:6][CH:1]1[CH2:2][CH2:3][CH2:4][CH2:5]1.